From a dataset of HIV replication inhibition screening data with 41,000+ compounds from the AIDS Antiviral Screen. Binary Classification. Given a drug SMILES string, predict its activity (active/inactive) in a high-throughput screening assay against a specified biological target. (1) The result is 0 (inactive). The compound is C=CC1(C)CC(=O)C2(O)C(O1)C(OC(C)=O)C(OC(C)=O)C1C2C(OC(C)=O)CCC1(C)C. (2) The compound is CCCCCCCCCCCCCCCC(=O)Nc1ccn(C2CCC(COP(=O)(O)OC3CC(n4cc(C)c(=O)[nH]c4=O)OC3CO)O2)c(=O)n1. The result is 1 (active). (3) The compound is COC(=O)c1ccc(C=Cc2cc(O)ccc2O)cc1. The result is 0 (inactive).